Dataset: Catalyst prediction with 721,799 reactions and 888 catalyst types from USPTO. Task: Predict which catalyst facilitates the given reaction. (1) Reactant: [F:1][C:2]1[CH:30]=[CH:29][C:5]2[NH:6][C:7]([C:9]3[C:10]([CH3:28])=[C:11]4[C:15](=[CH:16][CH:17]=3)[N:14]([CH2:18][CH2:19][CH2:20][CH:21]3[CH2:26][CH2:25][N:24]([CH3:27])[CH2:23][CH2:22]3)[CH2:13][CH2:12]4)=[N:8][C:4]=2[C:3]=1[CH3:31]. Product: [F:1][C:2]1[CH:30]=[CH:29][C:5]2[NH:6][C:7]([C:9]3[C:10]([CH3:28])=[C:11]4[C:15](=[CH:16][CH:17]=3)[N:14]([CH2:18][CH2:19][CH2:20][CH:21]3[CH2:26][CH2:25][N:24]([CH3:27])[CH2:23][CH2:22]3)[CH:13]=[CH:12]4)=[N:8][C:4]=2[C:3]=1[CH3:31]. The catalyst class is: 784. (2) Reactant: C(OC([N:8]1[CH2:13][CH2:12][CH:11]([C:14]([NH:16][C:17]2[CH:18]=[C:19]([C:23]3[N:28]=[C:27]([C:29]4[CH:34]=[CH:33][CH:32]=[C:31]([CH2:35][OH:36])[CH:30]=4)[CH:26]=[C:25](Cl)[N:24]=3)[CH:20]=[CH:21][CH:22]=2)=[O:15])[CH2:10][CH2:9]1)=O)(C)(C)C.[CH3:38][CH:39]1[O:44][CH2:43][CH2:42][NH:41][CH2:40]1.FC(F)(F)C(O)=O. Product: [OH:36][CH2:35][C:31]1[CH:30]=[C:29]([C:27]2[CH:26]=[C:25]([N:41]3[CH2:42][CH2:43][O:44][CH:39]([CH3:38])[CH2:40]3)[N:24]=[C:23]([C:19]3[CH:20]=[CH:21][CH:22]=[C:17]([NH:16][C:14]([CH:11]4[CH2:12][CH2:13][NH:8][CH2:9][CH2:10]4)=[O:15])[CH:18]=3)[N:28]=2)[CH:34]=[CH:33][CH:32]=1. The catalyst class is: 44. (3) Reactant: Cl.Cl.[NH2:3][C@H:4]1[CH2:9][CH2:8][C@H:7]([C:10]([NH:12][C:13]2[C:17]3[CH:18]=[CH:19][CH:20]=[CH:21][C:16]=3[O:15][C:14]=2[C:22]([NH:24][C:25]2[CH:30]=[CH:29][C:28]([Cl:31])=[CH:27][N:26]=2)=[O:23])=[O:11])[CH2:6][CH2:5]1.CO[CH:34]1[CH2:38][CH2:37][CH:36](OC)O1.C([O-])(=O)C.[Na+]. Product: [N:3]1([C@H:4]2[CH2:9][CH2:8][C@H:7]([C:10]([NH:12][C:13]3[C:17]4[CH:18]=[CH:19][CH:20]=[CH:21][C:16]=4[O:15][C:14]=3[C:22]([NH:24][C:25]3[CH:30]=[CH:29][C:28]([Cl:31])=[CH:27][N:26]=3)=[O:23])=[O:11])[CH2:6][CH2:5]2)[CH:34]=[CH:38][CH:37]=[CH:36]1. The catalyst class is: 15. (4) Reactant: [OH:1][C:2]1[C:3]([N+:8]([O-:10])=[O:9])=[N:4][CH:5]=[CH:6][CH:7]=1.[Br:11]N1C(=O)CCC1=O. Product: [Br:11][C:5]1[CH:6]=[CH:7][C:2]([OH:1])=[C:3]([N+:8]([O-:10])=[O:9])[N:4]=1. The catalyst class is: 3. (5) Reactant: [Br:1][C:2]1[CH:3]=[CH:4][CH:5]=[C:6]2[C:11]=1[NH:10][C:9](=O)[CH:8]=[CH:7]2.P(Br)(Br)([Br:15])=O. Product: [Br:15][C:9]1[CH:8]=[CH:7][C:6]2[C:11](=[C:2]([Br:1])[CH:3]=[CH:4][CH:5]=2)[N:10]=1. The catalyst class is: 6.